This data is from Full USPTO retrosynthesis dataset with 1.9M reactions from patents (1976-2016). The task is: Predict the reactants needed to synthesize the given product. Given the product [Cl:15][C:9]1[C:8]2[C:13](=[CH:14][C:5]([OH:4])=[CH:6][C:7]=2[O:16][CH:17]2[CH2:21][CH2:20][CH2:19][CH2:18]2)[N:12]=[CH:11][N:10]=1, predict the reactants needed to synthesize it. The reactants are: C([O:4][C:5]1[CH:14]=[C:13]2[C:8]([C:9]([Cl:15])=[N:10][CH:11]=[N:12]2)=[C:7]([O:16][CH:17]2[CH2:21][CH2:20][CH2:19][CH2:18]2)[CH:6]=1)(=O)C.N.